Dataset: Reaction yield outcomes from USPTO patents with 853,638 reactions. Task: Predict the reaction yield, written as a fraction of the theoretical maximum amount of product (1.0 means a 100% yield; for example, 0.34 means a 34% yield). (1) The reactants are [NH2:1][C:2]1[N:3]=[CH:4][C:5]2[CH:11]=[C:10]([C:12]3[C:17]([Cl:18])=[C:16]([O:19][CH3:20])[CH:15]=[C:14]([O:21][CH3:22])[C:13]=3[Cl:23])[C:9](=[O:24])[N:8]([CH2:25][CH2:26][CH2:27][N:28]3[CH2:33][CH2:32][N:31]([C:34]([O:36][C:37]([CH3:40])([CH3:39])[CH3:38])=[O:35])[CH2:30][CH2:29]3)[C:6]=2[N:7]=1.N1C=CC=CC=1.[C:47](Cl)(=[O:49])[CH3:48]. No catalyst specified. The product is [Cl:18][C:17]1[C:16]([O:19][CH3:20])=[CH:15][C:14]([O:21][CH3:22])=[C:13]([Cl:23])[C:12]=1[C:10]1[C:9](=[O:24])[N:8]([CH2:25][CH2:26][CH2:27][N:28]2[CH2:29][CH2:30][N:31]([C:34]([O:36][C:37]([CH3:40])([CH3:39])[CH3:38])=[O:35])[CH2:32][CH2:33]2)[C:6]2[N:7]=[C:2]([NH:1][C:47](=[O:49])[CH3:48])[N:3]=[CH:4][C:5]=2[CH:11]=1. The yield is 0.840. (2) The reactants are Cl[C:2]1[N:3]([C@@H:15]2[O:21][C@H:20]([CH2:22][OH:23])[C@@H:18]([OH:19])[C@H:16]2[OH:17])[C:4]2[C:9]([C:10]=1[CH:11]=O)=[CH:8][C:7]([Cl:13])=[C:6]([Cl:14])[CH:5]=2.[CH3:24][NH:25][NH2:26].CO.O. The catalyst is CO. The product is [Cl:13][C:7]1[CH:8]=[C:9]2[C:4](=[CH:5][C:6]=1[Cl:14])[N:3]([C@@H:15]1[O:21][C@H:20]([CH2:22][OH:23])[C@@H:18]([OH:19])[C@H:16]1[OH:17])[C:2]1[N:25]([CH3:24])[N:26]=[CH:11][C:10]2=1. The yield is 0.330. (3) The catalyst is CC(O)C. The reactants are F[C:2]1[CH:7]=[CH:6][C:5]([N+:8]([O-:10])=[O:9])=[CH:4][CH:3]=1.[C:11]([N:14]1[CH2:19][CH2:18][NH:17][CH2:16][CH2:15]1)(=[O:13])[CH3:12].CCN(C(C)C)C(C)C. The product is [N+:8]([C:5]1[CH:6]=[CH:7][C:2]([N:17]2[CH2:18][CH2:19][N:14]([C:11](=[O:13])[CH3:12])[CH2:15][CH2:16]2)=[CH:3][CH:4]=1)([O-:10])=[O:9]. The yield is 0.560. (4) The reactants are Br[C:2]1[CH:7]=[CH:6][C:5]([C:8]2[N:9]([CH2:15][CH:16]3[CH2:20][CH2:19][N:18]([C:21]([CH:23]4[CH2:25][CH2:24]4)=[O:22])[CH2:17]3)[C:10]([CH3:14])=[C:11]([CH3:13])[N:12]=2)=[CH:4][CH:3]=1.[CH3:26][O:27][C:28]1[CH:33]=[CH:32][C:31](B(O)O)=[CH:30][CH:29]=1. The catalyst is O1CCOCC1.C([O-])([O-])=O.[Na+].[Na+].C1C=CC([P]([Pd]([P](C2C=CC=CC=2)(C2C=CC=CC=2)C2C=CC=CC=2)([P](C2C=CC=CC=2)(C2C=CC=CC=2)C2C=CC=CC=2)[P](C2C=CC=CC=2)(C2C=CC=CC=2)C2C=CC=CC=2)(C2C=CC=CC=2)C2C=CC=CC=2)=CC=1. The product is [CH:23]1([C:21]([N:18]2[CH2:19][CH2:20][CH:16]([CH2:15][N:9]3[C:10]([CH3:14])=[C:11]([CH3:13])[N:12]=[C:8]3[C:5]3[CH:6]=[CH:7][C:2]([C:31]4[CH:32]=[CH:33][C:28]([O:27][CH3:26])=[CH:29][CH:30]=4)=[CH:3][CH:4]=3)[CH2:17]2)=[O:22])[CH2:25][CH2:24]1. The yield is 0.500. (5) The reactants are [CH3:1][O:2][C:3]1[C:4](=[O:23])[C:5]([C:19]([O:21]C)=[O:20])=[N:6][N:7]([C:9]2[CH:14]=[CH:13][CH:12]=[C:11]([C:15]([F:18])([F:17])[F:16])[CH:10]=2)[CH:8]=1.[OH-].[Na+].Cl. The catalyst is CO. The product is [CH3:1][O:2][C:3]1[C:4](=[O:23])[C:5]([C:19]([OH:21])=[O:20])=[N:6][N:7]([C:9]2[CH:14]=[CH:13][CH:12]=[C:11]([C:15]([F:18])([F:16])[F:17])[CH:10]=2)[CH:8]=1. The yield is 0.920. (6) The reactants are [CH3:1][O:2][CH:3]([O:19][CH3:20])[C@:4]1([CH3:18])[C@H:9]2[O:10][C@H:8]2[C:7]2[CH:11]=[C:12]([N+:15]([O-:17])=[O:16])[CH:13]=[CH:14][C:6]=2[O:5]1.[CH3:21][C:22]1[CH:27]=[C:26]([CH3:28])[CH:25]=[CH:24][C:23]=1[NH:29][CH2:30][C:31]1[NH:32][CH:33]=[CH:34][N:35]=1. No catalyst specified. The product is [CH3:1][O:2][CH:3]([O:19][CH3:20])[C@:4]1([CH3:18])[C@@H:9]([OH:10])[C@H:8]([N:29]([C:23]2[CH:24]=[CH:25][C:26]([CH3:28])=[CH:27][C:22]=2[CH3:21])[CH2:30][C:31]2[NH:35][CH:34]=[CH:33][N:32]=2)[C:7]2[CH:11]=[C:12]([N+:15]([O-:17])=[O:16])[CH:13]=[CH:14][C:6]=2[O:5]1. The yield is 0.330.